Dataset: Reaction yield outcomes from USPTO patents with 853,638 reactions. Task: Predict the reaction yield, written as a fraction of the theoretical maximum amount of product (1.0 means a 100% yield; for example, 0.34 means a 34% yield). (1) The reactants are C1CCN(C(N=NC(N2CCCCC2)=O)=O)CC1.[CH3:19][O:20][C:21]1[N:26]=[C:25]([CH2:27][CH2:28]O)[CH:24]=[CH:23][CH:22]=1.[C:30]1(=[O:40])[NH:34][C:33](=[O:35])[C:32]2=[CH:36][CH:37]=[CH:38][CH:39]=[C:31]12.C(P(CCCC)CCCC)CCC. The catalyst is C(OCC)(=O)C.C1COCC1. The product is [CH3:19][O:20][C:21]1[N:26]=[C:25]([CH2:27][CH2:28][N:34]2[C:30](=[O:40])[C:31]3[C:32](=[CH:36][CH:37]=[CH:38][CH:39]=3)[C:33]2=[O:35])[CH:24]=[CH:23][CH:22]=1. The yield is 0.690. (2) The reactants are [C:1]1([O:11][C:12]2[CH:17]=[CH:16][N:15]=[C:14]([NH:18][C:19]3[S:20][CH:21]=[C:22]([CH2:24][C:25](OCC)=[O:26])[N:23]=3)[CH:13]=2)[C:10]2[C:5](=[CH:6][CH:7]=[CH:8][CH:9]=2)[CH:4]=[CH:3][CH:2]=1.ClC1C=C(OC2C3C(=CC=CC=3)C=CC=2)C=CN=1.NC1SC=C(CC(OCC)=O)N=1.[H-].[Al+3].[Li+].[H-].[H-].[H-]. The catalyst is C1COCC1. The product is [C:1]1([O:11][C:12]2[CH:17]=[CH:16][N:15]=[C:14]([NH:18][C:19]3[S:20][CH:21]=[C:22]([CH2:24][CH2:25][OH:26])[N:23]=3)[CH:13]=2)[C:10]2[C:5](=[CH:6][CH:7]=[CH:8][CH:9]=2)[CH:4]=[CH:3][CH:2]=1. The yield is 0.377. (3) The reactants are Br[C:2]1[C:3]2[O:12][C:11]([CH2:13][N:14]3[CH2:19][CH2:18][N:17]([S:20]([CH3:23])(=[O:22])=[O:21])[CH2:16][C@H:15]3[CH3:24])=[CH:10][C:4]=2[C:5](=[O:9])[N:6]([CH3:8])[CH:7]=1.[CH3:25][N:26]([C:30]1[CH:35]=[C:34](B2OC(C)(C)C(C)(C)O2)[CH:33]=[CH:32][N:31]=1)[C:27](=[O:29])[CH3:28].C(=O)([O-])[O-].[Na+].[Na+]. The catalyst is C(OCC)(=O)C.O.C1C=CC([P]([Pd]([P](C2C=CC=CC=2)(C2C=CC=CC=2)C2C=CC=CC=2)([P](C2C=CC=CC=2)(C2C=CC=CC=2)C2C=CC=CC=2)[P](C2C=CC=CC=2)(C2C=CC=CC=2)C2C=CC=CC=2)(C2C=CC=CC=2)C2C=CC=CC=2)=CC=1. The product is [CH3:25][N:26]([C:30]1[CH:35]=[C:34]([C:2]2[C:3]3[O:12][C:11]([CH2:13][N:14]4[CH2:19][CH2:18][N:17]([S:20]([CH3:23])(=[O:22])=[O:21])[CH2:16][C@H:15]4[CH3:24])=[CH:10][C:4]=3[C:5](=[O:9])[N:6]([CH3:8])[CH:7]=2)[CH:33]=[CH:32][N:31]=1)[C:27](=[O:29])[CH3:28]. The yield is 0.307. (4) The reactants are [O:1]([C:8]1[CH:13]=[CH:12][C:11]([C:14](=O)[C:15]([O:17][CH2:18][CH3:19])=[O:16])=[CH:10][CH:9]=1)[C:2]1[CH:7]=[CH:6][CH:5]=[CH:4][CH:3]=1.Cl.[NH2:22][OH:23].C([O-])(=O)C.[Na+]. The catalyst is C(O)C. The product is [OH:23]/[N:22]=[C:14](\[C:11]1[CH:12]=[CH:13][C:8]([O:1][C:2]2[CH:7]=[CH:6][CH:5]=[CH:4][CH:3]=2)=[CH:9][CH:10]=1)/[C:15]([O:17][CH2:18][CH3:19])=[O:16]. The yield is 0.280.